Predict the product of the given reaction. From a dataset of Forward reaction prediction with 1.9M reactions from USPTO patents (1976-2016). (1) Given the reactants [C:1]([C:3]1[CH:8]=[CH:7][C:6]([NH:9][C:10](=[O:38])[CH2:11][C:12]2[CH:17]=[CH:16][C:15]([C:18]3[CH:19]=[N:20][C:21]([O:27]CC4C=CC(OC)=CC=4)=[C:22]([O:24][CH2:25][CH3:26])[CH:23]=3)=[CH:14][C:13]=2[F:37])=[CH:5][C:4]=1[C:39]([F:42])([F:41])[F:40])#[N:2].Cl, predict the reaction product. The product is: [C:1]([C:3]1[CH:8]=[CH:7][C:6]([NH:9][C:10](=[O:38])[CH2:11][C:12]2[CH:17]=[CH:16][C:15]([C:18]3[CH:23]=[C:22]([O:24][CH2:25][CH3:26])[C:21](=[O:27])[NH:20][CH:19]=3)=[CH:14][C:13]=2[F:37])=[CH:5][C:4]=1[C:39]([F:41])([F:42])[F:40])#[N:2]. (2) Given the reactants [C:1]([N:4]([C:18]1[CH:23]=[CH:22][C:21]([O:24][CH2:25][CH:26]([F:28])[F:27])=[CH:20][C:19]=1[C:29](OC)=[O:30])[CH:5]1[CH2:10][CH2:9][N:8]([C:11]([O:13][C:14]([CH3:17])([CH3:16])[CH3:15])=[O:12])[CH2:7][CH2:6]1)(=[O:3])[NH2:2].[OH-].[Na+], predict the reaction product. The product is: [F:27][CH:26]([F:28])[CH2:25][O:24][C:21]1[CH:20]=[C:19]2[C:18](=[CH:23][CH:22]=1)[N:4]([CH:5]1[CH2:6][CH2:7][N:8]([C:11]([O:13][C:14]([CH3:16])([CH3:17])[CH3:15])=[O:12])[CH2:9][CH2:10]1)[C:1](=[O:3])[NH:2][C:29]2=[O:30].